This data is from HIV replication inhibition screening data with 41,000+ compounds from the AIDS Antiviral Screen. The task is: Binary Classification. Given a drug SMILES string, predict its activity (active/inactive) in a high-throughput screening assay against a specified biological target. (1) The drug is O=c1c(=O)c2cc(O)ccc12. The result is 0 (inactive). (2) The molecule is Cc1cn(C2CC(N=[N+]=[N-])C(COC(=O)CCCCCCCCCCN=[N+]=[N-])O2)c(=O)[nH]c1=O. The result is 1 (active). (3) The compound is COc1cc2c(OC)c(-c3c(C)cc4c(C(C)C)c(OC)c(OC)cc4c3OC)c(C)cc2c(C(C)C)c1OC. The result is 0 (inactive). (4) The drug is O=C1CC(c2ccccc2)Sc2ccccc2N1. The result is 0 (inactive). (5) The drug is COc1cc(CNc2nc3ccccc3n2Cc2ccccc2)cc(CN2CCOCC2)c1O.Cl. The result is 0 (inactive).